This data is from Reaction yield outcomes from USPTO patents with 853,638 reactions. The task is: Predict the reaction yield, written as a fraction of the theoretical maximum amount of product (1.0 means a 100% yield; for example, 0.34 means a 34% yield). (1) The reactants are [F:1][C:2]1[CH:28]=[CH:27][C:5]([O:6][C:7]2[C:16]([C:17]3[CH:18]=[N:19][NH:20][CH:21]=3)=[CH:15][CH:14]=[C:13]3[C:8]=2[CH2:9][CH2:10][C@H:11]([CH3:26])[N:12]3[C:22]([O:24][CH3:25])=[O:23])=[CH:4][CH:3]=1.CN(C)C=O.[H-].[Na+].CS(O[CH:41]1[CH2:44][N:43]([CH:45]([C:52]2[CH:57]=[CH:56][CH:55]=[CH:54][CH:53]=2)[C:46]2[CH:51]=[CH:50][CH:49]=[CH:48][CH:47]=2)[CH:42]1[CH3:58])(=O)=O. The catalyst is O. The product is [CH:45]([N:43]1[CH2:44][CH:41]([N:20]2[CH:21]=[C:17]([C:16]3[C:7]([O:6][C:5]4[CH:4]=[CH:3][C:2]([F:1])=[CH:28][CH:27]=4)=[C:8]4[C:13](=[CH:14][CH:15]=3)[N:12]([C:22]([O:24][CH3:25])=[O:23])[C@@H:11]([CH3:26])[CH2:10][CH2:9]4)[CH:18]=[N:19]2)[CH:42]1[CH3:58])([C:52]1[CH:53]=[CH:54][CH:55]=[CH:56][CH:57]=1)[C:46]1[CH:51]=[CH:50][CH:49]=[CH:48][CH:47]=1. The yield is 0.210. (2) The reactants are [Si:1]([O:8][CH:9]([C:22]1[O:23][CH:24]=[CH:25][N:26]=1)[CH2:10][CH2:11][CH2:12][CH2:13][CH2:14][CH2:15][C:16]1[CH:21]=[CH:20][CH:19]=[CH:18][CH:17]=1)([C:4]([CH3:7])([CH3:6])[CH3:5])([CH3:3])[CH3:2].[F:27][C:28]([F:41])([F:40])[S:29](O[S:29]([C:28]([F:41])([F:40])[F:27])(=[O:31])=[O:30])(=[O:31])=[O:30]. The catalyst is C1COCC1. The product is [Si:1]([O:8][CH:9]([C:22]1[O:23][C:24]([S:29]([C:28]([F:41])([F:40])[F:27])(=[O:31])=[O:30])=[CH:25][N:26]=1)[CH2:10][CH2:11][CH2:12][CH2:13][CH2:14][CH2:15][C:16]1[CH:21]=[CH:20][CH:19]=[CH:18][CH:17]=1)([C:4]([CH3:7])([CH3:5])[CH3:6])([CH3:2])[CH3:3]. The yield is 0.120.